Dataset: Full USPTO retrosynthesis dataset with 1.9M reactions from patents (1976-2016). Task: Predict the reactants needed to synthesize the given product. (1) Given the product [C:34]([OH:35])(=[O:33])[C:36]1[CH:41]=[CH:40][CH:39]=[CH:38][CH:37]=1.[C:34]([OH:35])(=[O:33])[C:36]1[CH:41]=[CH:40][CH:39]=[CH:38][CH:37]=1.[C:34]([OH:35])(=[O:33])[C:36]1[CH:41]=[CH:40][CH:39]=[CH:38][CH:37]=1.[OH:51][C@@H:28]1[C@H:29]([OH:42])[C@@H:30]([CH2:32][OH:33])[O:31][C@H:27]1[N:2]1[CH:3]=[CH:4][C:5]2[CH2:6][CH2:7][CH2:8][CH2:9][C:10]=2[C:1]1=[O:11], predict the reactants needed to synthesize it. The reactants are: [C:1]1(=[O:11])[C:10]2[CH2:9][CH2:8][CH2:7][CH2:6][C:5]=2[CH:4]=[CH:3][NH:2]1.C1(=O)C2C(CCCC2)CCN1.CC(O[C@@H:27]1[O:31][C@H:30]([CH2:32][O:33][C:34]([C:36]2[CH:41]=[CH:40][CH:39]=[CH:38][CH:37]=2)=[O:35])[C@@H:29]([O:42]C(C2C=CC=CC=2)=O)[C@H:28]1[O:51]C(C1C=CC=CC=1)=O)=O.C/C(/O[Si](C)(C)C)=N\[Si](C)(C)C.FC(F)(F)S(O[Si](C)(C)C)(=O)=O. (2) Given the product [CH2:6]1[NH:5][C:3](=[O:4])[CH2:12][N:8]2[CH2:9][CH2:10][CH2:11][C@@H:7]12, predict the reactants needed to synthesize it. The reactants are: ClC[C:3]([NH:5][CH2:6][C@@H:7]1[CH2:11][CH2:10][CH2:9][N:8]1[C:12](OC(C)(C)C)=O)=[O:4].C(O)(C(F)(F)F)=O.C(=O)([O-])[O-].[Na+].[Na+]. (3) Given the product [NH2:15][C:12]1[CH:11]=[CH:10][C:9]([NH:8][C:1](=[O:3])[C:30]2[CH:26]=[CH:25][C:24]([Cl:23])=[C:32]([Cl:33])[CH:31]=2)=[CH:14][CH:13]=1, predict the reactants needed to synthesize it. The reactants are: [C:1]([NH:8][C:9]1[CH:14]=[CH:13][C:12]([NH2:15])=[CH:11][CH:10]=1)([O:3]C(C)(C)C)=O.C(N(CC)CC)C.[Cl:23][C:24]1[CH:25]=[C:26]([CH:30]=[CH:31][C:32]=1[Cl:33])C(Cl)=O.